From a dataset of Catalyst prediction with 721,799 reactions and 888 catalyst types from USPTO. Predict which catalyst facilitates the given reaction. (1) Reactant: [CH3:1][CH:2]1[CH2:4][CH:3]1[C:5]1[O:17][C:8]2=[N:9][C:10]([C:13]([O:15]C)=[O:14])=[CH:11][CH:12]=[C:7]2[CH:6]=1.CO.[OH-].[Na+].Cl. Product: [CH3:1][CH:2]1[CH2:4][CH:3]1[C:5]1[O:17][C:8]2=[N:9][C:10]([C:13]([OH:15])=[O:14])=[CH:11][CH:12]=[C:7]2[CH:6]=1. The catalyst class is: 1. (2) Reactant: [NH2:1][C@H:2]([C:5]1[N:14]([C:15]2[CH:20]=[CH:19][CH:18]=[CH:17][CH:16]=2)[C:13](=[O:21])[C:12]2[C:7](=[CH:8][CH:9]=[CH:10][C:11]=2[F:22])[N:6]=1)[CH2:3][CH3:4].Cl[C:24]1[N:29]=[CH:28][N:27]=[C:26]([NH2:30])[C:25]=1[C:31]1[O:32][C:33]([CH3:36])=[N:34][N:35]=1.CCN(C(C)C)C(C)C.CCOC(C)=O. Product: [NH2:30][C:26]1[N:27]=[CH:28][N:29]=[C:24]([NH:1][C@H:2]([C:5]2[N:14]([C:15]3[CH:16]=[CH:17][CH:18]=[CH:19][CH:20]=3)[C:13](=[O:21])[C:12]3[C:7](=[CH:8][CH:9]=[CH:10][C:11]=3[F:22])[N:6]=2)[CH2:3][CH3:4])[C:25]=1[C:31]1[O:32][C:33]([CH3:36])=[N:34][N:35]=1. The catalyst class is: 114. (3) Reactant: [C:1]([C:3]([CH3:18])([O:5][C:6]1[CH:15]=[CH:14][C:9]([C:10]([O:12]C)=[O:11])=[C:8]([O:16][CH3:17])[CH:7]=1)[CH3:4])#[N:2].[OH-].[Li+]. Product: [C:1]([C:3]([CH3:18])([O:5][C:6]1[CH:15]=[CH:14][C:9]([C:10]([OH:12])=[O:11])=[C:8]([O:16][CH3:17])[CH:7]=1)[CH3:4])#[N:2]. The catalyst class is: 30. (4) Reactant: [F:1][C:2]([F:7])([F:6])[C:3]([OH:5])=[O:4].[O-]CC.[Mg+2:11].[O-]CC. Product: [F:1][C:2]([F:7])([F:6])[C:3]([O-:5])=[O:4].[Mg+2:11].[F:1][C:2]([F:7])([F:6])[C:3]([O-:5])=[O:4]. The catalyst class is: 32. (5) Reactant: [CH3:1][S:2]([NH:5][C:6]1[CH:19]=[CH:18][C:9]2[S:10][C:11]([C:13]([O:15]CC)=[O:14])=[CH:12][C:8]=2[CH:7]=1)(=[O:4])=[O:3].O[Li].O. Product: [CH3:1][S:2]([NH:5][C:6]1[CH:19]=[CH:18][C:9]2[S:10][C:11]([C:13]([OH:15])=[O:14])=[CH:12][C:8]=2[CH:7]=1)(=[O:3])=[O:4]. The catalyst class is: 20. (6) Reactant: Cl[C:2]1[N:9]=[C:8]([C:10]2[C:19]3[C:14](=[CH:15][CH:16]=[CH:17][CH:18]=3)[CH:13]=[CH:12][CH:11]=2)[CH:7]=[CH:6][C:3]=1[C:4]#[N:5].C1COCC1.[CH3:25][NH2:26]. Product: [CH3:25][NH:26][C:2]1[N:9]=[C:8]([C:10]2[C:19]3[C:14](=[CH:15][CH:16]=[CH:17][CH:18]=3)[CH:13]=[CH:12][CH:11]=2)[CH:7]=[CH:6][C:3]=1[C:4]#[N:5]. The catalyst class is: 16. (7) Reactant: [CH3:1][N:2]([C:20]1[CH:25]=[CH:24][CH:23]=[CH:22][CH:21]=1)[C:3]([CH:5]1[CH2:17][C:16]2[C:15]3[C:10](=[CH:11][CH:12]=[C:13]([C:18]#[N:19])[CH:14]=3)[NH:9][C:8]=2[CH2:7][CH2:6]1)=[O:4].CC([O-])(C)C.[K+].Br[CH2:33][C:34]([O:36][CH2:37][CH3:38])=[O:35].OP([O-])(O)=O.[K+]. Product: [C:18]([C:13]1[CH:14]=[C:15]2[C:10](=[CH:11][CH:12]=1)[N:9]([CH2:33][C:34]([O:36][CH2:37][CH3:38])=[O:35])[C:8]1[CH2:7][CH2:6][CH:5]([C:3](=[O:4])[N:2]([CH3:1])[C:20]3[CH:21]=[CH:22][CH:23]=[CH:24][CH:25]=3)[CH2:17][C:16]2=1)#[N:19]. The catalyst class is: 3.